Dataset: Full USPTO retrosynthesis dataset with 1.9M reactions from patents (1976-2016). Task: Predict the reactants needed to synthesize the given product. The reactants are: Cl[C:2]1[CH:10]=[C:9]([Cl:11])[CH:8]=[CH:7][C:3]=1[C:4]([NH2:6])=[O:5].[CH3:12][S-:13].[Na+].O. Given the product [Cl:11][C:9]1[CH:8]=[CH:7][C:3]([C:4]([NH2:6])=[O:5])=[C:2]([S:13][CH3:12])[CH:10]=1, predict the reactants needed to synthesize it.